From a dataset of Catalyst prediction with 721,799 reactions and 888 catalyst types from USPTO. Predict which catalyst facilitates the given reaction. (1) Reactant: [Si]([O:8][CH:9]([C:27]1[CH:32]=[CH:31][CH:30]=[CH:29][CH:28]=1)[CH2:10][O:11][CH:12]1[CH2:17][CH2:16][CH:15]([NH:18][C:19](=[O:25])[O:20][C:21]([CH3:24])([CH3:23])[CH3:22])[CH2:14][CH:13]1[F:26])(C(C)(C)C)(C)C.[F-].C([N+](CCCC)(CCCC)CCCC)CCC. Product: [F:26][CH:13]1[CH:12]([O:11][CH2:10][CH:9]([OH:8])[C:27]2[CH:28]=[CH:29][CH:30]=[CH:31][CH:32]=2)[CH2:17][CH2:16][CH:15]([NH:18][C:19](=[O:25])[O:20][C:21]([CH3:23])([CH3:22])[CH3:24])[CH2:14]1. The catalyst class is: 1. (2) Reactant: [F:1][C:2]([F:29])([F:28])[O:3][C:4]1[CH:9]=[CH:8][C:7]([C:10]2[CH:11]=[CH:12][C:13]3[O:17][N:16]=[C:15]([O:18][CH2:19][C:20]([O:22]C(C)(C)C)=[O:21])[C:14]=3[CH:27]=2)=[CH:6][CH:5]=1.FC(F)(F)C(O)=O. Product: [F:29][C:2]([F:1])([F:28])[O:3][C:4]1[CH:9]=[CH:8][C:7]([C:10]2[CH:11]=[CH:12][C:13]3[O:17][N:16]=[C:15]([O:18][CH2:19][C:20]([OH:22])=[O:21])[C:14]=3[CH:27]=2)=[CH:6][CH:5]=1. The catalyst class is: 4.